Dataset: Full USPTO retrosynthesis dataset with 1.9M reactions from patents (1976-2016). Task: Predict the reactants needed to synthesize the given product. Given the product [NH2:4][C:5]1[C:14]2[N:15]=[C:16]([CH2:38][CH2:39][CH2:40][CH3:41])[N:17]([CH2:18][CH2:19][CH2:20][N:21]([CH2:26][C:27]3[CH:28]=[C:29]([CH2:33][C:34]([O:36][CH3:37])=[O:35])[CH:30]=[CH:31][CH:32]=3)[CH2:22][CH2:23][CH2:24][N:2]([CH3:3])[CH3:1])[C:13]=2[C:12]2[CH:11]=[CH:10][CH:9]=[CH:8][C:7]=2[N:6]=1, predict the reactants needed to synthesize it. The reactants are: [CH3:1][NH:2][CH3:3].[NH2:4][C:5]1[C:14]2[N:15]=[C:16]([CH2:38][CH2:39][CH2:40][CH3:41])[N:17]([CH2:18][CH2:19][CH2:20][N:21]([CH2:26][C:27]3[CH:28]=[C:29]([CH2:33][C:34]([O:36][CH3:37])=[O:35])[CH:30]=[CH:31][CH:32]=3)[CH2:22][CH2:23][CH2:24]Cl)[C:13]=2[C:12]2[CH:11]=[CH:10][CH:9]=[CH:8][C:7]=2[N:6]=1.[I-].[Na+].